Task: Predict the product of the given reaction.. Dataset: Forward reaction prediction with 1.9M reactions from USPTO patents (1976-2016) (1) Given the reactants [CH3:1][O:2][C:3]1[CH:4]=[C:5]([CH2:10][C:11](O)=[O:12])[CH:6]=[CH:7][C:8]=1[CH3:9].CO.CCOC(C)=O.CCCCCCC, predict the reaction product. The product is: [CH3:1][O:2][C:3]1[CH:4]=[C:5]([CH2:10][CH2:11][OH:12])[CH:6]=[CH:7][C:8]=1[CH3:9]. (2) Given the reactants [Cl:1][C:2]1[CH:3]=[C:4]([N:10]2[C:14]([CH3:15])=[C:13]([CH2:16][C:17]3[CH:25]=[CH:24][C:20]([C:21](O)=[O:22])=[CH:19][CH:18]=3)[C:12]([CH3:26])=[N:11]2)[CH:5]=[CH:6][C:7]=1[C:8]#[N:9].[CH:27]1([NH2:30])[CH2:29][CH2:28]1.[Cl-].COC1N=C(OC)N=C([N+]2(C)CCOCC2)N=1.C(=O)([O-])O.[Na+], predict the reaction product. The product is: [Cl:1][C:2]1[CH:3]=[C:4]([N:10]2[C:14]([CH3:15])=[C:13]([CH2:16][C:17]3[CH:18]=[CH:19][C:20]([C:21]([NH:30][CH:27]4[CH2:29][CH2:28]4)=[O:22])=[CH:24][CH:25]=3)[C:12]([CH3:26])=[N:11]2)[CH:5]=[CH:6][C:7]=1[C:8]#[N:9]. (3) Given the reactants [C:1]([C:5]1[CH:13]=[CH:12][C:8]([C:9]([OH:11])=O)=[CH:7][CH:6]=1)([CH3:4])([CH3:3])[CH3:2].CN(C(ON1N=NC2C=CC=NC1=2)=[N+](C)C)C.F[P-](F)(F)(F)(F)F.CCN(C(C)C)C(C)C.[I-].[CH2:48]([N+:52]1[N:56]=[C:55]([CH3:57])[S:54][C:53]=1[CH3:58])[CH2:49][CH2:50][CH3:51], predict the reaction product. The product is: [CH2:48]([N:52]1[N:56]=[C:55]([CH3:57])[S:54]/[C:53]/1=[CH:58]\[C:9]([C:8]1[CH:7]=[CH:6][C:5]([C:1]([CH3:2])([CH3:3])[CH3:4])=[CH:13][CH:12]=1)=[O:11])[CH2:49][CH2:50][CH3:51]. (4) Given the reactants Cl.[CH2:2]([S:4][C:5]1[N:6]=[CH:7][C:8]2[CH2:14][CH2:13][NH:12][CH2:11][C:9]=2[N:10]=1)[CH3:3].[CH3:15][C:16]([CH3:36])([O:18][C:19]([NH:21][C@H:22]([CH2:27][C:28]1[CH:33]=[C:32]([F:34])[CH:31]=[CH:30][C:29]=1[F:35])[CH2:23][C:24](O)=[O:25])=[O:20])[CH3:17].C(Cl)CCl.C1C=CC2N(O)N=NC=2C=1.C(N(C(C)C)CC)(C)C, predict the reaction product. The product is: [CH3:17][C:16]([CH3:36])([O:18][C:19]([NH:21][C@H:22]([CH2:27][C:28]1[CH:33]=[C:32]([F:34])[CH:31]=[CH:30][C:29]=1[F:35])[CH2:23][C:24]([N:12]1[CH2:13][CH2:14][C:8]2[CH:7]=[N:6][C:5]([S:4][CH2:2][CH3:3])=[N:10][C:9]=2[CH2:11]1)=[O:25])=[O:20])[CH3:15]. (5) Given the reactants [NH2:1][CH:2]([CH2:12][C:13]1[CH:18]=[CH:17][CH:16]=[C:15]([C:19]([F:22])([F:21])[F:20])[CH:14]=1)[CH:3]([C:5]1[CH:10]=[CH:9][C:8]([F:11])=[CH:7][CH:6]=1)[OH:4].[C:23]1([C:33](Cl)=[O:34])[C:32]2[C:27](=[CH:28][CH:29]=[CH:30][CH:31]=2)[CH:26]=[CH:25][CH:24]=1.C(=O)([O-])O.[Na+], predict the reaction product. The product is: [F:11][C:8]1[CH:7]=[CH:6][C:5]([CH:3]([OH:4])[CH:2]([NH:1][C:33]([C:23]2[C:32]3[C:27](=[CH:28][CH:29]=[CH:30][CH:31]=3)[CH:26]=[CH:25][CH:24]=2)=[O:34])[CH2:12][C:13]2[CH:18]=[CH:17][CH:16]=[C:15]([C:19]([F:22])([F:20])[F:21])[CH:14]=2)=[CH:10][CH:9]=1. (6) The product is: [Cl:1][C:2]1[CH:3]=[C:4]2[C:9](=[CH:10][C:11]=1[C:12]([N:70]1[CH2:71][CH2:72][CH2:73][CH:69]1[C:64]1[CH:65]=[CH:66][CH:67]=[CH:68][N:63]=1)=[O:14])[N:8]=[CH:7][N:6]=[C:5]2[NH:15][CH:16]([C:18]1[NH:22][C:21]2[CH:23]=[CH:24][C:25]([Cl:27])=[CH:26][C:20]=2[N:19]=1)[CH3:17]. Given the reactants [Cl:1][C:2]1[CH:3]=[C:4]2[C:9](=[CH:10][C:11]=1[C:12]([OH:14])=O)[N:8]=[CH:7][N:6]=[C:5]2[NH:15][CH:16]([C:18]1[NH:22][C:21]2[CH:23]=[CH:24][C:25]([Cl:27])=[CH:26][C:20]=2[N:19]=1)[CH3:17].FC1C(OC(N(C)C)=[N+](C)C)=C(F)C(F)=C(F)C=1F.F[P-](F)(F)(F)(F)F.C(N(C(C)C)CC)(C)C.[N:63]1[CH:68]=[CH:67][CH:66]=[CH:65][C:64]=1[CH:69]1[CH2:73][CH2:72][CH2:71][NH:70]1, predict the reaction product. (7) Given the reactants [OH:1][C:2]1[C:7]([CH2:8][CH2:9][CH3:10])=[C:6]([SH:11])[CH:5]=[CH:4][C:3]=1[C:12](=[O:14])[CH3:13].[CH3:15][O:16][C:17](=[O:33])[C:18]1[CH:23]=[CH:22][CH:21]=[C:20]([CH2:24][C:25]2[CH:30]=[CH:29][CH:28]=[C:27]([CH2:31]I)[CH:26]=2)[CH:19]=1.C(=O)([O-])[O-].[Cs+].[Cs+].O, predict the reaction product. The product is: [CH3:15][O:16][C:17](=[O:33])[C:18]1[CH:23]=[CH:22][CH:21]=[C:20]([CH2:24][C:25]2[CH:30]=[CH:29][CH:28]=[C:27]([CH2:31][S:11][C:6]3[CH:5]=[CH:4][C:3]([C:12](=[O:14])[CH3:13])=[C:2]([OH:1])[C:7]=3[CH2:8][CH2:9][CH3:10])[CH:26]=2)[CH:19]=1.